Predict the product of the given reaction. From a dataset of Forward reaction prediction with 1.9M reactions from USPTO patents (1976-2016). Given the reactants Br[C:2]1[CH:3]=[C:4]([CH3:12])[C:5]([O:9][CH2:10][F:11])=[C:6]([CH3:8])[CH:7]=1.C([Li])CCC.[Br:18][C:19]1[CH:20]=[C:21]([C:25]([C:33]2[C:34]([C:39]#[N:40])=[N:35][CH:36]=[CH:37][CH:38]=2)=[N:26]S(C(C)(C)C)=O)[CH:22]=[CH:23][CH:24]=1.C([O-])(O)=O.[Na+].Cl.N, predict the reaction product. The product is: [Br:18][C:19]1[CH:20]=[C:21]([C:25]2([C:2]3[CH:3]=[C:4]([CH3:12])[C:5]([O:9][CH2:10][F:11])=[C:6]([CH3:8])[CH:7]=3)[C:33]3[C:34](=[N:35][CH:36]=[CH:37][CH:38]=3)[C:39]([NH2:40])=[N:26]2)[CH:22]=[CH:23][CH:24]=1.